Dataset: Forward reaction prediction with 1.9M reactions from USPTO patents (1976-2016). Task: Predict the product of the given reaction. (1) Given the reactants [NH2:1][C:2]1[CH:3]=[C:4]([C:8]2[S:12][C:11]([C:13]3[CH:14]=[C:15]4[C:19](=[CH:20][CH:21]=3)[C:18](=[O:22])[N:17]([CH3:23])[CH2:16]4)=[CH:10][CH:9]=2)[CH:5]=[N:6][CH:7]=1.[C:24]([C:26]1[CH:31]=[CH:30][C:29]([S:32](Cl)(=[O:34])=[O:33])=[CH:28][CH:27]=1)#[N:25], predict the reaction product. The product is: [C:24]([C:26]1[CH:27]=[CH:28][C:29]([S:32]([NH:1][C:2]2[CH:7]=[N:6][CH:5]=[C:4]([C:8]3[S:12][C:11]([C:13]4[CH:14]=[C:15]5[C:19](=[CH:20][CH:21]=4)[C:18](=[O:22])[N:17]([CH3:23])[CH2:16]5)=[CH:10][CH:9]=3)[CH:3]=2)(=[O:34])=[O:33])=[CH:30][CH:31]=1)#[N:25]. (2) The product is: [F:1][C:2]1[CH:7]=[CH:6][C:5]([C:12]2[CH:13]=[CH:14][C:15]([O:16][CH2:17][C:18]3[CH:22]=[CH:21][O:20][C:19]=3[CH3:23])=[CH:24][CH:25]=2)=[CH:4][CH:3]=1. Given the reactants [F:1][C:2]1[CH:7]=[CH:6][C:5](B(O)O)=[CH:4][CH:3]=1.I[C:12]1[CH:25]=[CH:24][C:15]([O:16][CH2:17][C:18]2[CH:22]=[CH:21][O:20][C:19]=2[CH3:23])=[CH:14][CH:13]=1.C([O-])(=O)C.[K+], predict the reaction product. (3) Given the reactants [S:1]1[CH:5]=[CH:4][N:3]=[C:2]1[O:6][C:7]1[CH:13]=[CH:12][C:10]([NH2:11])=[CH:9][CH:8]=1.[CH2:14]([O:21][CH2:22][C@H:23]([NH:27]C(OC(C)(C)C)=O)[C:24](O)=[O:25])[C:15]1[CH:20]=[CH:19][CH:18]=[CH:17][CH:16]=1, predict the reaction product. The product is: [NH2:27][C@@H:23]([CH2:22][O:21][CH2:14][C:15]1[CH:20]=[CH:19][CH:18]=[CH:17][CH:16]=1)[C:24]([NH:11][C:10]1[CH:12]=[CH:13][C:7]([O:6][C:2]2[S:1][CH:5]=[CH:4][N:3]=2)=[CH:8][CH:9]=1)=[O:25].